From a dataset of Full USPTO retrosynthesis dataset with 1.9M reactions from patents (1976-2016). Predict the reactants needed to synthesize the given product. (1) Given the product [OH:44][C@H:41]1[CH2:42][CH2:43][N:38]([C@@H:36]([CH3:37])[CH2:35][N:32]2[CH2:31][CH2:30][CH:29]([NH:28][C:21]([C:15]3[NH:16][C:17]4[C:13]([CH:14]=3)=[C:12]([O:11][CH2:10][C:7]3[C:6]5[CH:24]=[C:2]([F:1])[CH:3]=[CH:4][C:5]=5[O:9][CH:8]=3)[CH:20]=[CH:19][CH:18]=4)=[O:22])[CH2:34][CH2:33]2)[CH2:39][C@@H:40]1[CH3:45], predict the reactants needed to synthesize it. The reactants are: [F:1][C:2]1[CH:3]=[CH:4][C:5]2[O:9][CH:8]=[C:7]([CH2:10][O:11][C:12]3[CH:20]=[CH:19][CH:18]=[C:17]4[C:13]=3[CH:14]=[C:15]([C:21](O)=[O:22])[NH:16]4)[C:6]=2[CH:24]=1.Cl.Cl.Cl.[NH2:28][CH:29]1[CH2:34][CH2:33][N:32]([CH2:35][C@@H:36]([N:38]2[CH2:43][CH2:42][C@H:41]([OH:44])[C@@H:40]([CH3:45])[CH2:39]2)[CH3:37])[CH2:31][CH2:30]1. (2) Given the product [CH3:8][O:9][C:10](=[O:23])[C@H:11]([NH:12][C:29](=[O:30])[CH2:28][Cl:27])[CH2:13][C:14]1[CH:19]=[CH:18][C:17]([CH3:20])=[C:16]([O:21][CH3:22])[CH:15]=1, predict the reactants needed to synthesize it. The reactants are: C(=O)([O-])[O-].[K+].[K+].Cl.[CH3:8][O:9][C:10](=[O:23])[C@@H:11]([CH2:13][C:14]1[CH:19]=[CH:18][C:17]([CH3:20])=[C:16]([O:21][CH3:22])[CH:15]=1)[NH2:12].ClCCl.[Cl:27][CH2:28][C:29](Cl)=[O:30]. (3) Given the product [CH2:1]([O:4][C:5](=[O:6])[N:7]([CH2:17][CH:18]1[CH2:23][CH2:22][N:21]([C:24]2([CH2:35][C:36]#[N:37])[CH2:25][NH:26][CH2:27]2)[CH2:20][CH2:19]1)[C@@H:8]1[CH2:10][C@H:9]1[C:11]1[CH:16]=[CH:15][CH:14]=[CH:13][CH:12]=1)[CH:2]=[CH2:3], predict the reactants needed to synthesize it. The reactants are: [CH2:1]([O:4][C:5]([N:7]([CH2:17][CH:18]1[CH2:23][CH2:22][N:21]([C:24]2([CH2:35][C:36]#[N:37])[CH2:27][N:26](C(OC(C)(C)C)=O)[CH2:25]2)[CH2:20][CH2:19]1)[C@@H:8]1[CH2:10][C@H:9]1[C:11]1[CH:16]=[CH:15][CH:14]=[CH:13][CH:12]=1)=[O:6])[CH:2]=[CH2:3].Cl.O1CCOCC1. (4) Given the product [OH:4][CH2:3][CH2:2][N:1]([CH2:9][CH2:10][C:11]1[CH:16]=[CH:15][CH:14]=[CH:13][CH:12]=1)[CH2:5][CH2:6][OH:7], predict the reactants needed to synthesize it. The reactants are: [NH:1]([CH2:5][CH2:6][OH:7])[CH2:2][CH2:3][OH:4].Br[CH2:9][CH2:10][C:11]1[CH:16]=[CH:15][CH:14]=[CH:13][CH:12]=1.